Dataset: Plasma protein binding rate (PPBR) regression data from AstraZeneca. Task: Regression/Classification. Given a drug SMILES string, predict its absorption, distribution, metabolism, or excretion properties. Task type varies by dataset: regression for continuous measurements (e.g., permeability, clearance, half-life) or binary classification for categorical outcomes (e.g., BBB penetration, CYP inhibition). For this dataset (ppbr_az), we predict Y. (1) The compound is C[C@@H]1C[C@H]2[C@@H]3CCC4=CC(=O)C=C[C@]4(C)[C@@]3(Cl)[C@@H](O)C[C@]2(C)[C@@]1(OC(=O)c1ccco1)C(=O)CCl. The Y is 99.8 %. (2) The drug is C[C@H]1C[C@H]2[C@@H]3CC[C@](O)(C(=O)CO)[C@@]3(C)C[C@H](O)[C@@H]2[C@@]2(C)C=CC(=O)C=C12. The Y is 79.9 %. (3) The drug is CC(C)C(NC(=O)c1cc(Cl)ccc1C(F)(F)F)C(=O)c1ccc(C#N)cc1. The Y is 97.4 %. (4) The compound is CNc1nc(C)c(-c2nc(Nc3cccc(N4CCCN(C(C)=O)CC4)c3)ncc2C#N)s1. The Y is 98.2 %. (5) The drug is CN[C@@H](C)C(=O)N[C@H](C(=O)N[C@H]1CCCN(CCc2ccc(F)cc2)C1)C(C)(C)C. The Y is 92.2 %.